From a dataset of Full USPTO retrosynthesis dataset with 1.9M reactions from patents (1976-2016). Predict the reactants needed to synthesize the given product. Given the product [Br:1][C:2]1[C:8]([Cl:9])=[CH:7][C:5]2[C:4]([CH:3]=1)=[N+:10]([O-:12])[O:11][N:6]=2, predict the reactants needed to synthesize it. The reactants are: [Br:1][C:2]1[C:8]([Cl:9])=[CH:7][C:5]([NH2:6])=[C:4]([N+:10]([O-:12])=[O:11])[CH:3]=1.[OH-].[K+].